This data is from Peptide-MHC class I binding affinity with 185,985 pairs from IEDB/IMGT. The task is: Regression. Given a peptide amino acid sequence and an MHC pseudo amino acid sequence, predict their binding affinity value. This is MHC class I binding data. (1) The peptide sequence is RVYNNTARY. The MHC is HLA-B48:01 with pseudo-sequence HLA-B48:01. The binding affinity (normalized) is 0.0847. (2) The peptide sequence is YLKKWLNSF. The MHC is HLA-B58:01 with pseudo-sequence HLA-B58:01. The binding affinity (normalized) is 0.0847.